From a dataset of Tyrosyl-DNA phosphodiesterase HTS with 341,365 compounds. Binary Classification. Given a drug SMILES string, predict its activity (active/inactive) in a high-throughput screening assay against a specified biological target. The compound is O=C1C=2C(n3[nH]c(nc3=NC2CCC1)C(OC)=O)c1c(OC)cccc1. The result is 0 (inactive).